Dataset: Full USPTO retrosynthesis dataset with 1.9M reactions from patents (1976-2016). Task: Predict the reactants needed to synthesize the given product. (1) Given the product [Cl:38][C:36]1[CH:35]=[C:34]([NH:39][C:17]([C:4]2[C:5]3[C:14]([CH3:15])([CH3:16])[O:13][C:12]4[CH:11]=[CH:10][CH:9]=[CH:8][C:7]=4[C:6]=3[N:2]([CH3:1])[N:3]=2)=[O:18])[CH:33]=[CH:32][CH:37]=1, predict the reactants needed to synthesize it. The reactants are: [CH3:1][N:2]1[C:6]2[C:7]3[CH:8]=[CH:9][CH:10]=[CH:11][C:12]=3[O:13][C:14]([CH3:16])([CH3:15])[C:5]=2[C:4]([C:17](O)=[O:18])=[N:3]1.C(Cl)(=O)C(Cl)=O.N1C=CC=CC=1.[CH:32]1[CH:37]=[C:36]([Cl:38])[CH:35]=[C:34]([NH2:39])[CH:33]=1. (2) Given the product [Cl:70][C:71]1[CH:72]=[C:73]([F:103])[C:74]([C:97]2[N:98]=[N:99][N:100]([CH3:102])[N:101]=2)=[C:75]([C:77]2[CH:78]=[C:79]([F:96])[C:80]([C@H:83]([NH:85][C:86]([C:88]3([OH:95])[CH2:93][CH2:92][C:91]([F:17])([F:94])[CH2:90][CH2:89]3)=[O:87])[CH3:84])=[N:81][CH:82]=2)[CH:76]=1, predict the reactants needed to synthesize it. The reactants are: ClC1C=C(F)C(C2N=NN(C)N=2)=C(C2C=C([F:17])C([C@H](N)C)=NC=2)C=1.FC1CCC(O)(C(O)=O)CC=1.F[P-](F)(F)(F)(F)F.N1(O[P+](N(C)C)(N(C)C)N(C)C)C2C=CC=CC=2N=N1.C(N(CC)CC)C.[Cl:70][C:71]1[CH:72]=[C:73]([F:103])[C:74]([C:97]2[N:98]=[N:99][N:100]([CH3:102])[N:101]=2)=[C:75]([C:77]2[CH:78]=[C:79]([F:96])[C:80]([C@H:83]([NH:85][C:86]([C:88]3([OH:95])[CH2:93][CH2:92][C:91]([F:94])=[CH:90][CH2:89]3)=[O:87])[CH3:84])=[N:81][CH:82]=2)[CH:76]=1. (3) Given the product [F:42][C:37]1[CH:36]=[C:35]([CH2:34][C@@H:33]([NH:43][C:24](=[O:26])[C:23]2[CH:22]=[CH:21][C:20]([C:4]3[C:5]([NH:8][C:9]([O:11][C@@H:12]([C:14]4[CH:15]=[CH:16][CH:17]=[CH:18][CH:19]=4)[CH3:13])=[O:10])=[C:6]([CH3:7])[N:2]([CH3:1])[N:3]=3)=[CH:28][CH:27]=2)[C:32]([OH:44])=[O:31])[CH:40]=[CH:39][C:38]=1[F:41], predict the reactants needed to synthesize it. The reactants are: [CH3:1][N:2]1[C:6]([CH3:7])=[C:5]([NH:8][C:9]([O:11][C@@H:12]([C:14]2[CH:19]=[CH:18][CH:17]=[CH:16][CH:15]=2)[CH3:13])=[O:10])[C:4]([C:20]2[CH:28]=[CH:27][C:23]([C:24]([OH:26])=O)=[CH:22][CH:21]=2)=[N:3]1.Cl.C[O:31][C:32](=[O:44])[C@H:33]([NH2:43])[CH2:34][C:35]1[CH:40]=[CH:39][C:38]([F:41])=[C:37]([F:42])[CH:36]=1. (4) Given the product [O:3]1[CH2:4][CH2:5][CH2:6][O:1][CH:2]1[C:7]1[CH:12]=[CH:11][C:10]([C:13]2[S:14][C:15]3[C:20]([N:21]=2)=[CH:19][CH:18]=[C:17]([C:22]2([CH:24]4[CH2:27][CH2:26][CH2:25]4)[CH2:30][CH2:23]2)[N:16]=3)=[C:9]([F:28])[CH:8]=1, predict the reactants needed to synthesize it. The reactants are: [O:1]1[CH2:6][CH2:5][CH2:4][O:3][CH:2]1[C:7]1[CH:12]=[CH:11][C:10]([C:13]2[S:14][C:15]3[C:20]([N:21]=2)=[CH:19][CH:18]=[C:17]([C:22]([CH:24]2[CH2:27][CH2:26][CH2:25]2)=[CH2:23])[N:16]=3)=[C:9]([F:28])[CH:8]=1.[I-].[CH3:30][S+](C)(C)=O.CC([O-])(C)C.[K+]. (5) Given the product [CH3:12][C:10]([CH3:11])([CH3:13])[C:9]([NH:8][C:5]1[CH:4]=[CH:3][C:2]([O:1][C:17](=[O:18])[N:16]([CH3:15])[C:20]2[CH:25]=[CH:24][CH:23]=[CH:22][CH:21]=2)=[N:7][CH:6]=1)=[O:14], predict the reactants needed to synthesize it. The reactants are: [OH:1][C:2]1[N:7]=[CH:6][C:5]([NH:8][C:9](=[O:14])[C:10]([CH3:13])([CH3:12])[CH3:11])=[CH:4][CH:3]=1.[CH3:15][N:16]([C:20]1[CH:25]=[CH:24][CH:23]=[CH:22][CH:21]=1)[C:17](Cl)=[O:18].N12CCN(CC1)CC2.O. (6) Given the product [CH:26]1([CH2:25][NH:24][C:2]2[N:23]=[CH:22][CH:21]=[CH:20][C:3]=2[C:4]([NH:6][CH2:7][C:8]2[S:9][C:10]([O:13][C:14]3[CH:19]=[CH:18][CH:17]=[CH:16][CH:15]=3)=[CH:11][CH:12]=2)=[O:5])[CH2:28][CH2:27]1, predict the reactants needed to synthesize it. The reactants are: Cl[C:2]1[N:23]=[CH:22][CH:21]=[CH:20][C:3]=1[C:4]([NH:6][CH2:7][C:8]1[S:9][C:10]([O:13][C:14]2[CH:19]=[CH:18][CH:17]=[CH:16][CH:15]=2)=[CH:11][CH:12]=1)=[O:5].[NH2:24][CH2:25][CH:26]1[CH2:28][CH2:27]1.FC(F)(F)C(O)=O.